This data is from Catalyst prediction with 721,799 reactions and 888 catalyst types from USPTO. The task is: Predict which catalyst facilitates the given reaction. (1) Reactant: [CH2:1]([N:3]1[CH2:15][CH2:14][C:6]2[NH:7][C:8]3[CH:9]=[CH:10][CH:11]=[CH:12][C:13]=3[C:5]=2[CH2:4]1)[CH3:2].N1CCC[C@H]1C(O)=O.P([O-])([O-])([O-])=O.[K+].[K+].[K+].Br[CH:33]=[C:34]([C:36]1[CH:41]=[CH:40][N:39]=[CH:38][CH:37]=1)[CH3:35]. Product: [CH2:1]([N:3]1[CH2:15][CH2:14][C:6]2[N:7](/[CH:33]=[C:34](/[C:36]3[CH:41]=[CH:40][N:39]=[CH:38][CH:37]=3)\[CH3:35])[C:8]3[CH:9]=[CH:10][CH:11]=[CH:12][C:13]=3[C:5]=2[CH2:4]1)[CH3:2]. The catalyst class is: 122. (2) Reactant: [CH3:1][O:2][C:3]1[CH:4]=[C:5]2[C:10](=[CH:11][C:12]=1[O:13][CH3:14])[N:9]=[CH:8][CH:7]=[C:6]2[O:15][C:16]1[CH:22]=[CH:21][C:19]([NH2:20])=[CH:18][CH:17]=1.C1(C)C=CC=CC=1.C(N(CC)CC)C.Cl[C:38](Cl)([O:40]C(=O)OC(Cl)(Cl)Cl)Cl.[F:49][C:50]1[CH:51]=[C:52]([CH:56]=[CH:57][CH:58]=1)[CH:53]([OH:55])[CH3:54]. Product: [CH3:1][O:2][C:3]1[CH:4]=[C:5]2[C:10](=[CH:11][C:12]=1[O:13][CH3:14])[N:9]=[CH:8][CH:7]=[C:6]2[O:15][C:16]1[CH:22]=[CH:21][C:19]([NH:20][C:38](=[O:40])[O:55][CH:53]([C:52]2[CH:56]=[CH:57][CH:58]=[C:50]([F:49])[CH:51]=2)[CH3:54])=[CH:18][CH:17]=1. The catalyst class is: 2. (3) Reactant: C(OC([N:8]([CH2:33][C@@H:34]([C:36]1[CH:41]=[CH:40][CH:39]=[C:38]([Cl:42])[CH:37]=1)[OH:35])[CH2:9][CH2:10][C:11]1[CH:32]=[CH:31][C:14]([O:15][C:16]2[CH:30]=[CH:29][C:19]([O:20][CH2:21][C:22]([O:24]C(C)(C)C)=[O:23])=[CH:18][CH:17]=2)=[CH:13][CH:12]=1)=O)(C)(C)C.Cl. Product: [ClH:42].[Cl:42][C:38]1[CH:37]=[C:36]([C@@H:34]([OH:35])[CH2:33][NH:8][CH2:9][CH2:10][C:11]2[CH:12]=[CH:13][C:14]([O:15][C:16]3[CH:17]=[CH:18][C:19]([O:20][CH2:21][C:22]([OH:24])=[O:23])=[CH:29][CH:30]=3)=[CH:31][CH:32]=2)[CH:41]=[CH:40][CH:39]=1. The catalyst class is: 12. (4) Reactant: C([N:4]1[C:12]2[C:11](=[O:13])[N:10]([CH2:14][C:15]3([OH:32])[CH2:20][CH2:19][N:18]([C:21](=[O:31])[CH2:22][C@H:23]([C:25]4[CH:30]=[CH:29][CH:28]=[CH:27][CH:26]=4)[CH3:24])[CH2:17][CH2:16]3)[CH:9]=[N:8][C:7]=2[CH:6]=[CH:5]1)C=C.N12CCN(CC1)CC2.C(O)C. Product: [OH:32][C:15]1([CH2:14][N:10]2[C:11](=[O:13])[C:12]3[NH:4][CH:5]=[CH:6][C:7]=3[N:8]=[CH:9]2)[CH2:20][CH2:19][N:18]([C:21](=[O:31])[CH2:22][C@H:23]([C:25]2[CH:26]=[CH:27][CH:28]=[CH:29][CH:30]=2)[CH3:24])[CH2:17][CH2:16]1. The catalyst class is: 6. (5) Reactant: [C:1]([O:5][C:6](=[O:20])[C:7]1[C:12]([C:13]([C:15]([F:18])([F:17])[F:16])=[CH2:14])=[CH:11][N:10]=[CH:9][C:8]=1[F:19])([CH3:4])([CH3:3])[CH3:2]. Product: [C:1]([O:5][C:6](=[O:20])[C:7]1[C:12]([CH:13]([CH3:14])[C:15]([F:16])([F:17])[F:18])=[CH:11][N:10]=[CH:9][C:8]=1[F:19])([CH3:3])([CH3:2])[CH3:4]. The catalyst class is: 19. (6) Reactant: [OH:1][C:2]1[CH:3]=[CH:4][C:5]2[S:10][C:9]([C:11]3[CH:16]=[CH:15][CH:14]=[CH:13][N:12]=3)=[N:8][C:7](=[O:17])[C:6]=2[CH:18]=1.Br[CH2:20][CH2:21][CH2:22][CH2:23][CH2:24][CH2:25][OH:26].C(=O)([O-])[O-].[K+].[K+].CN(C=O)C. Product: [OH:26][CH2:25][CH2:24][CH2:23][CH2:22][CH2:21][CH2:20][O:1][C:2]1[CH:3]=[CH:4][C:5]2[S:10][C:9]([C:11]3[CH:16]=[CH:15][CH:14]=[CH:13][N:12]=3)=[N:8][C:7](=[O:17])[C:6]=2[CH:18]=1. The catalyst class is: 6. (7) Reactant: [C:1]([NH:4][C:5]1[CH:10]=[C:9]([Cl:11])[C:8]([O:12][CH3:13])=[CH:7][C:6]=1/[CH:14]=[CH:15]/[C:16]([OH:18])=O)(=[O:3])[CH3:2].[F:19][C:20]1[CH:34]=[CH:33][C:23]([CH2:24][N:25]2[CH2:30][C@H:29]([CH3:31])[NH:28][CH2:27][C@H:26]2[CH3:32])=[CH:22][CH:21]=1.CCN=C=NCCCN(C)C.Cl.Cl. Product: [Cl:11][C:9]1[C:8]([O:12][CH3:13])=[CH:7][C:6](/[CH:14]=[CH:15]/[C:16]([N:28]2[CH2:27][C@H:26]([CH3:32])[N:25]([CH2:24][C:23]3[CH:33]=[CH:34][C:20]([F:19])=[CH:21][CH:22]=3)[CH2:30][C@H:29]2[CH3:31])=[O:18])=[C:5]([NH:4][C:1](=[O:3])[CH3:2])[CH:10]=1. The catalyst class is: 3.